The task is: Predict the reaction yield, written as a fraction of the theoretical maximum amount of product (1.0 means a 100% yield; for example, 0.34 means a 34% yield).. This data is from Reaction yield outcomes from USPTO patents with 853,638 reactions. The reactants are [C:1]1([C:12]2[CH:17]=[CH:16][CH:15]=[CH:14][CH:13]=2)[CH:6]=[CH:5][C:4]([O:7][CH2:8][C:9]([OH:11])=O)=[CH:3][CH:2]=1.[NH:18]1[C:22]([C:23]2[CH:28]=[CH:27][CH:26]=[CH:25][C:24]=2[NH2:29])=[N:21][N:20]=[N:19]1. No catalyst specified. The product is [C:1]1([C:12]2[CH:17]=[CH:16][CH:15]=[CH:14][CH:13]=2)[CH:2]=[CH:3][C:4]([O:7][CH2:8][C:9]([NH:29][C:24]2[CH:25]=[CH:26][CH:27]=[CH:28][C:23]=2[C:22]2[NH:21][N:20]=[N:19][N:18]=2)=[O:11])=[CH:5][CH:6]=1. The yield is 0.450.